Dataset: Full USPTO retrosynthesis dataset with 1.9M reactions from patents (1976-2016). Task: Predict the reactants needed to synthesize the given product. Given the product [CH3:1][C@@:2]12[CH:10]([O:20][C:16]([CH:17]=[CH2:18])=[O:19])[CH2:9][C@@H:5]([C:6]1([CH3:7])[CH3:8])[CH2:4][CH2:3]2, predict the reactants needed to synthesize it. The reactants are: [CH3:1][C@@:2]12[CH:10](C(C([O-])=O)=C)[CH2:9][C@H:5]([C:6]1([CH3:8])[CH3:7])[CH2:4][CH2:3]2.[C:16]([O:20]C1CC(C)CC(C)(C)C1)(=[O:19])[CH:17]=[CH2:18].C(OC1(C(C)(C)C)CCCCC1)(=O)C=C.C(N1CCCCCC1=O)=C.